This data is from Full USPTO retrosynthesis dataset with 1.9M reactions from patents (1976-2016). The task is: Predict the reactants needed to synthesize the given product. (1) Given the product [ClH:23].[Br:1][C:2]1[CH:3]=[CH:4][C:5]([O:8][CH2:9][CH:10]2[CH2:15][CH2:14][NH:13][CH2:12][CH2:11]2)=[N:6][CH:7]=1, predict the reactants needed to synthesize it. The reactants are: [Br:1][C:2]1[CH:3]=[CH:4][C:5]([O:8][CH2:9][CH:10]2[CH2:15][CH2:14][N:13](C(OC(C)(C)C)=O)[CH2:12][CH2:11]2)=[N:6][CH:7]=1.[ClH:23]. (2) Given the product [CH3:13][N:14](/[CH:16]=[N:9]/[C:1]([C:2]1[CH:7]=[CH:6][N:5]=[CH:4][CH:3]=1)=[O:8])[CH3:15], predict the reactants needed to synthesize it. The reactants are: [C:1]([NH2:9])(=[O:8])[C:2]1[CH:7]=[CH:6][N:5]=[CH:4][CH:3]=1.C(O[CH:13](OCC)[N:14]([CH3:16])[CH3:15])C. (3) The reactants are: [CH3:1][C:2]1[N:6]=[C:5]([C:7]2[N:8]=[C:9]3[N:19]([CH:20]=2)[CH2:18][CH2:17][O:16][C:15]2[C:10]3=[CH:11][CH:12]=[C:13]([C:21]3[CH:22]=[N:23][N:24]([CH3:32])[C:25]=3[CH:26]3[CH2:31][CH2:30][CH2:29][NH:28][CH2:27]3)[CH:14]=2)[N:4]([CH:33]([CH3:35])[CH3:34])[N:3]=1.[CH3:36][C:37]([CH3:39])=O.[BH3-]C#N.[Na+]. Given the product [CH:33]([N:4]1[C:5]([C:7]2[N:8]=[C:9]3[C:10]4[CH:11]=[CH:12][C:13]([C:21]5[CH:22]=[N:23][N:24]([CH3:32])[C:25]=5[CH:26]5[CH2:31][CH2:30][CH2:29][N:28]([CH:37]([CH3:39])[CH3:36])[CH2:27]5)=[CH:14][C:15]=4[O:16][CH2:17][CH2:18][N:19]3[CH:20]=2)=[N:6][C:2]([CH3:1])=[N:3]1)([CH3:35])[CH3:34], predict the reactants needed to synthesize it. (4) Given the product [Br:1][C:2]1[C:6]2=[C:7]3[C:12](=[CH:13][CH:14]=[C:5]2[S:4][C:3]=1[CH:15]=[O:16])[N:11]=[CH:10][CH:9]=[CH:8]3, predict the reactants needed to synthesize it. The reactants are: [Br:1][C:2]1[C:6]2=[C:7]3[C:12](=[CH:13][CH:14]=[C:5]2[S:4][C:3]=1[CH2:15][OH:16])[N:11]=[CH:10][CH:9]=[CH:8]3. (5) Given the product [CH2:1]([O:3][C:4]1[CH:5]=[C:6]([C@H:12]([N:17]2[C:25](=[O:26])[C:24]3[C:19](=[CH:20][CH:21]=[CH:22][C:23]=3[NH:27][C:28](=[O:30])[CH3:29])[CH2:18]2)[CH2:13][CH2:14][N:15]([CH:31]=[O:32])[OH:16])[CH:7]=[CH:8][C:9]=1[O:10][CH3:11])[CH3:2], predict the reactants needed to synthesize it. The reactants are: [CH2:1]([O:3][C:4]1[CH:5]=[C:6]([CH:12]([N:17]2[C:25](=[O:26])[C:24]3[C:19](=[CH:20][CH:21]=[CH:22][C:23]=3[NH:27][C:28](=[O:30])[CH3:29])[CH2:18]2)[CH2:13][CH2:14][NH:15][OH:16])[CH:7]=[CH:8][C:9]=1[O:10][CH3:11])[CH3:2].[CH:31](OCC(F)(F)F)=[O:32]. (6) Given the product [ClH:23].[ClH:23].[O:1]1[CH2:2][CH2:3][CH:4]([CH2:7][N:8]2[CH2:13][CH2:12][CH:11]([CH2:14][NH2:15])[CH2:10][CH2:9]2)[CH2:5][CH2:6]1, predict the reactants needed to synthesize it. The reactants are: [O:1]1[CH2:6][CH2:5][CH:4]([CH2:7][N:8]2[CH2:13][CH2:12][CH:11]([CH2:14][NH:15]C(=O)OC(C)(C)C)[CH2:10][CH2:9]2)[CH2:3][CH2:2]1.[ClH:23]. (7) Given the product [CH2:1]([O:3]/[CH:4]=[CH:5]\[Sn:13]([CH2:18][CH2:19][CH2:20][CH3:21])([CH2:22][CH2:23][CH2:24][CH3:25])[CH2:14][CH2:15][CH2:16][CH3:17])[CH3:2], predict the reactants needed to synthesize it. The reactants are: [CH2:1]([O:3]/[CH:4]=[CH:5]\Br)[CH3:2].C([Li])(C)(C)C.Cl[Sn:13]([CH2:22][CH2:23][CH2:24][CH3:25])([CH2:18][CH2:19][CH2:20][CH3:21])[CH2:14][CH2:15][CH2:16][CH3:17].C([O-])(O)=O.[Na+].